From a dataset of Forward reaction prediction with 1.9M reactions from USPTO patents (1976-2016). Predict the product of the given reaction. (1) Given the reactants [N:1]1[CH:6]=[CH:5][N:4]=[CH:3][C:2]=1[C:7]([NH:9][C@:10]12[CH2:17][C@:14]([NH:18]C(=O)O)([CH2:15][CH2:16]1)[CH2:13][CH2:12][CH2:11]2)=[O:8].[ClH:22], predict the reaction product. The product is: [ClH:22].[NH2:18][C@@:14]12[CH2:17][C@@:10]([NH:9][C:7]([C:2]3[CH:3]=[N:4][CH:5]=[CH:6][N:1]=3)=[O:8])([CH2:16][CH2:15]1)[CH2:11][CH2:12][CH2:13]2. (2) Given the reactants CC1(C)C(C)(C)OB([C:9]2[CH:18]=[CH:17][CH:16]=[CH:15][C:10]=2[C:11]([O:13][CH3:14])=[O:12])O1.Cl[C:21]1[N:26]=[CH:25][CH:24]=[C:23]([Cl:27])[N:22]=1.C(=O)([O-])[O-].[Na+].[Na+].COCCOC, predict the reaction product. The product is: [Cl:27][C:23]1[N:22]=[CH:21][N:26]=[C:25]([C:9]2[CH:18]=[CH:17][CH:16]=[CH:15][C:10]=2[C:11]([O:13][CH3:14])=[O:12])[CH:24]=1. (3) Given the reactants [NH2:1][C@H:2]1[C:11]2[C:6](=[CH:7][CH:8]=[CH:9][CH:10]=2)[N:5]([C:12](=[O:14])[CH3:13])[C@@H:4]([CH3:15])[C@@H:3]1[CH3:16].Cl[C:18]1[CH:23]=[CH:22][CH:21]=[CH:20][N:19]=1.CC(C)([O-])C.[Na+].CN(C1C(C2C(P(C3CCCCC3)C3CCCCC3)=CC=CC=2)=CC=CC=1)C, predict the reaction product. The product is: [CH3:15][C@H:4]1[C@H:3]([CH3:16])[C@@H:2]([NH:1][C:18]2[CH:23]=[CH:22][CH:21]=[CH:20][N:19]=2)[C:11]2[C:6](=[CH:7][CH:8]=[CH:9][CH:10]=2)[N:5]1[C:12](=[O:14])[CH3:13]. (4) Given the reactants [CH:1]1[C:10]2[C:5](=[CH:6][CH:7]=[CH:8][CH:9]=2)[CH:4]=[CH:3][C:2]=1[OH:11].[C:12]([O:16][C:17]([N:19]1[C@@H:23]([CH3:24])[CH2:22]OS1(=O)=O)=[O:18])([CH3:15])([CH3:14])[CH3:13].[NH4+].[Cl-], predict the reaction product. The product is: [C:12]([O:16][C:17](=[O:18])[NH:19][C@@H:23]([CH3:22])[CH2:24][O:11][C:2]1[CH:3]=[CH:4][C:5]2[C:10](=[CH:9][CH:8]=[CH:7][CH:6]=2)[CH:1]=1)([CH3:15])([CH3:14])[CH3:13]. (5) Given the reactants C([Si]([O:8][CH2:9][C@@H:10]([C:12]1[CH:17]=[C:16]([F:18])[CH:15]=[CH:14][C:13]=1[O:19][CH3:20])[CH3:11])(C)C)(C)(C)C.C([Li])(CC)C.[B:26](OC(C)C)([O:31]C(C)C)[O:27]C(C)C, predict the reaction product. The product is: [F:18][C:16]1[CH:17]=[C:12]([C@@H:10]([CH3:11])[CH2:9][OH:8])[C:13]([O:19][CH3:20])=[CH:14][C:15]=1[B:26]([OH:31])[OH:27]. (6) Given the reactants [C:1]([C:3]1[CH:4]=[C:5]([C:10]#[C:11][C:12]2([OH:25])[CH2:17][CH2:16][N:15]([C:18]([O:20][C:21]([CH3:24])([CH3:23])[CH3:22])=[O:19])[CH2:14][CH2:13]2)[CH:6]=[CH:7][C:8]=1[F:9])#[N:2], predict the reaction product. The product is: [C:1]([C:3]1[CH:4]=[C:5]([CH2:10][CH2:11][C:12]2([OH:25])[CH2:17][CH2:16][N:15]([C:18]([O:20][C:21]([CH3:23])([CH3:22])[CH3:24])=[O:19])[CH2:14][CH2:13]2)[CH:6]=[CH:7][C:8]=1[F:9])#[N:2]. (7) Given the reactants [CH3:1][O:2][C:3](=[O:12])[CH2:4][C:5]1[CH:10]=[CH:9][C:8](Br)=[CH:7][CH:6]=1.C1(P(C2CCCCC2)C2C=CC=CC=2C2C(OC)=CC=CC=2OC)CCCCC1.P([O-])([O-])([O-])=O.[K+].[K+].[K+].[CH2:50]([C:52]([OH:85])([CH2:83][CH3:84])[CH2:53][CH2:54][C:55]1[CH:60]=[CH:59][C:58]([C:61]([CH2:80][CH3:81])([C:64]2[CH:69]=[CH:68][C:67](B3OC(C)(C)C(C)(C)O3)=[C:66]([CH3:79])[CH:65]=2)[CH2:62][CH3:63])=[CH:57][C:56]=1[CH3:82])[CH3:51].C(=O)(O)[O-].[Na+], predict the reaction product. The product is: [CH3:1][O:2][C:3](=[O:12])[CH2:4][C:5]1[CH:10]=[CH:9][C:8]([C:67]2[CH:68]=[CH:69][C:64]([C:61]([CH2:62][CH3:63])([C:58]3[CH:59]=[CH:60][C:55]([CH2:54][CH2:53][C:52]([CH2:83][CH3:84])([OH:85])[CH2:50][CH3:51])=[C:56]([CH3:82])[CH:57]=3)[CH2:80][CH3:81])=[CH:65][C:66]=2[CH3:79])=[CH:7][CH:6]=1.